Dataset: Peptide-MHC class I binding affinity with 185,985 pairs from IEDB/IMGT. Task: Regression. Given a peptide amino acid sequence and an MHC pseudo amino acid sequence, predict their binding affinity value. This is MHC class I binding data. (1) The peptide sequence is ELFYILIAK. The MHC is HLA-A02:01 with pseudo-sequence HLA-A02:01. The binding affinity (normalized) is 0.0847. (2) The peptide sequence is YTAVVPLVQ. The MHC is HLA-B46:01 with pseudo-sequence HLA-B46:01. The binding affinity (normalized) is 0.121.